Dataset: Forward reaction prediction with 1.9M reactions from USPTO patents (1976-2016). Task: Predict the product of the given reaction. (1) Given the reactants [ClH:1].[C:2]([C:5]1[CH:10]=[CH:9][CH:8]=[CH:7][CH:6]=1)(=[O:4])[CH3:3].[CH2:11]=O.Cl.[CH3:14][NH:15][CH3:16], predict the reaction product. The product is: [ClH:1].[CH3:14][N:15]([CH3:11])[CH2:16][CH2:3][C:2]([C:5]1[CH:10]=[CH:9][CH:8]=[CH:7][CH:6]=1)=[O:4]. (2) Given the reactants [CH2:1]([O:5][CH2:6][CH2:7][O:8][C:9]1[CH:14]=[CH:13][C:12]([C:15]2[CH:16]=[CH:17][C:18]3[N:24]([CH2:25][CH:26]([CH3:28])[CH3:27])[CH2:23][CH2:22][C:21]([C:29](O)=[O:30])=[CH:20][C:19]=3[CH:32]=2)=[CH:11][CH:10]=1)[CH2:2][CH2:3][CH3:4].CN(C=O)C.S(Cl)(Cl)=O.[N:42]1([CH2:47][S:48][C:49]2[CH:55]=[CH:54][C:52]([NH2:53])=[CH:51][CH:50]=2)[CH:46]=[CH:45][CH:44]=[N:43]1, predict the reaction product. The product is: [CH2:1]([O:5][CH2:6][CH2:7][O:8][C:9]1[CH:10]=[CH:11][C:12]([C:15]2[CH:16]=[CH:17][C:18]3[N:24]([CH2:25][CH:26]([CH3:27])[CH3:28])[CH2:23][CH2:22][C:21]([C:29]([NH:53][C:52]4[CH:54]=[CH:55][C:49]([S:48][CH2:47][N:42]5[CH:46]=[CH:45][CH:44]=[N:43]5)=[CH:50][CH:51]=4)=[O:30])=[CH:20][C:19]=3[CH:32]=2)=[CH:13][CH:14]=1)[CH2:2][CH2:3][CH3:4]. (3) Given the reactants [Cl:1][C:2]1[CH:12]=[C:11]([Cl:13])[CH:10]=[CH:9][C:3]=1[O:4][CH2:5][C:6](O)=[O:7], predict the reaction product. The product is: [Cl:1][C:2]1[CH:12]=[C:11]([Cl:13])[CH:10]=[CH:9][C:3]=1[O:4][CH2:5][CH2:6][OH:7]. (4) Given the reactants [NH2:1][C:2]1[C:7]2[N:8]([CH3:12])[C:9](=[O:11])[NH:10][C:6]=2[CH:5]=[CH:4][CH:3]=1.[CH:13](=O)[CH2:14][CH3:15].C([BH3-])#N.[Na+], predict the reaction product. The product is: [CH3:12][N:8]1[C:7]2[C:2]([NH:1][CH2:13][CH2:14][CH3:15])=[CH:3][CH:4]=[CH:5][C:6]=2[NH:10][C:9]1=[O:11]. (5) The product is: [CH3:7][N:8]1[C:12]2[CH:13]=[C:14]([C:17](=[O:19])[CH2:25][C:26]#[N:22])[CH:15]=[CH:16][C:11]=2[N:10]=[CH:9]1.[CH3:21][N:22]1[C:26]2[CH:27]=[CH:28][C:29]([C:31](=[O:33])[CH2:11][C:12]#[N:8])=[CH:30][C:25]=2[N:24]=[CH:23]1. Given the reactants CS(C)=O.[H-].[Na+].[CH3:7][N:8]1[C:12]2[CH:13]=[C:14]([C:17]([O:19]C)=O)[CH:15]=[CH:16][C:11]=2[N:10]=[CH:9]1.[CH3:21][N:22]1[C:26]2[CH:27]=[CH:28][C:29]([C:31]([O:33]C)=O)=[CH:30][C:25]=2[N:24]=[CH:23]1, predict the reaction product. (6) Given the reactants Br[CH2:2][CH2:3][O:4][C:5]1[CH:10]=[CH:9][C:8]([O:11][C:12]([F:15])([F:14])[F:13])=[CH:7][CH:6]=1.CO.[CH3:18][NH2:19], predict the reaction product. The product is: [CH3:18][NH:19][CH2:2][CH2:3][O:4][C:5]1[CH:10]=[CH:9][C:8]([O:11][C:12]([F:15])([F:14])[F:13])=[CH:7][CH:6]=1. (7) Given the reactants [NH:1]1[CH2:6][CH2:5][CH:4]([CH2:7][OH:8])[CH2:3][CH2:2]1.Cl[C:10]([O:12][C:13]1[CH:18]=[CH:17][CH:16]=[CH:15][CH:14]=1)=[O:11].[K+].[Br-].Cl[O-].[Na+], predict the reaction product. The product is: [C:13]1([O:12][C:10]([N:1]2[CH2:6][CH2:5][CH:4]([CH:7]=[O:8])[CH2:3][CH2:2]2)=[O:11])[CH:18]=[CH:17][CH:16]=[CH:15][CH:14]=1. (8) Given the reactants [Cl:1][C:2]1[CH:7]=[CH:6][C:5]([CH2:8][NH:9][C:10]([CH:12]2[CH2:14][CH2:13]2)=[O:11])=[CH:4][C:3]=1[N:15]([C:24](=[O:36])[NH:25][C:26](=O)[C:27]1[CH:32]=[CH:31][C:30]([I:33])=[CH:29][C:28]=1[F:34])[NH:16]C(OC(C)(C)C)=O.FC(F)(F)C(O)=O.C([O-])(O)=O.[Na+], predict the reaction product. The product is: [Cl:1][C:2]1[CH:7]=[CH:6][C:5]([CH2:8][NH:9][C:10]([CH:12]2[CH2:14][CH2:13]2)=[O:11])=[CH:4][C:3]=1[N:15]1[C:24](=[O:36])[NH:25][C:26]([C:27]2[CH:32]=[CH:31][C:30]([I:33])=[CH:29][C:28]=2[F:34])=[N:16]1.